From a dataset of Catalyst prediction with 721,799 reactions and 888 catalyst types from USPTO. Predict which catalyst facilitates the given reaction. (1) Reactant: [C:1](Cl)(=[O:5])C(Cl)=O.[Cl:7][C:8]1[CH:16]=[CH:15][C:14]([N:17]2[CH:21]=[CH:20][CH:19]=[CH:18]2)=[CH:13][C:9]=1[C:10]([NH2:12])=[O:11].[CH:22]([S:24]([C:27]1[CH:36]=[CH:35][C:30]2[N:31]=[C:32]([NH2:34])[S:33][C:29]=2[CH:28]=1)(=[O:26])=[O:25])=[CH2:23].[NH:37]1[CH2:42][CH2:41][NH:40][CH2:39][CH2:38]1. Product: [Cl:7][C:8]1[CH:16]=[CH:15][C:14]([N:17]2[CH:21]=[CH:20][CH:19]=[CH:18]2)=[CH:13][C:9]=1[C:10]([NH:12][C:1](=[O:5])[NH:34][C:32]1[S:33][C:29]2[CH:28]=[C:27]([S:24]([CH2:22][CH2:23][N:37]3[CH2:42][CH2:41][NH:40][CH2:39][CH2:38]3)(=[O:26])=[O:25])[CH:36]=[CH:35][C:30]=2[N:31]=1)=[O:11]. The catalyst class is: 1. (2) Reactant: [Br:1][C:2]1[CH:7]=[CH:6][CH:5]=[CH:4][C:3]=1[OH:8].[Mg+2].[Cl-].[Cl-].C[CH2:13][O:14]C(C)=O. Product: [Br:1][C:2]1[C:3]([OH:8])=[C:4]([CH:5]=[CH:6][CH:7]=1)[CH:13]=[O:14]. The catalyst class is: 1. (3) Reactant: C(OC(N1CCC(C([N:16]2[CH2:21][CH2:20][N:19]([C:22]3[CH:27]=[CH:26][C:25]([F:28])=[C:24]([C:29]4[NH:33][C:32]5[CH:34]=[CH:35][CH:36]=[CH:37][C:31]=5[N:30]=4)[CH:23]=3)[CH2:18][CH2:17]2)=O)CC1)=O)(C)(C)C.CC[O:40][CH2:41][CH3:42]. Product: [NH:33]1[C:32]2[CH:34]=[CH:35][CH:36]=[CH:37][C:31]=2[N:30]=[C:29]1[C:24]1[CH:23]=[C:22]([N:19]2[CH2:20][CH2:21][N:16]([C:42]3([CH:41]=[O:40])[CH2:20][CH2:21][NH:16][CH2:17][CH2:18]3)[CH2:17][CH2:18]2)[CH:27]=[CH:26][C:25]=1[F:28]. The catalyst class is: 2. (4) Reactant: [NH2:1][C:2]1[CH:7]=[CH:6][CH:5]=[CH:4][C:3]=1[CH2:8][CH2:9][NH:10][CH:11]1[CH2:16][CH2:15][N:14]([CH2:17][C:18]2[CH:23]=[CH:22][CH:21]=[CH:20][CH:19]=2)[CH2:13][CH2:12]1.[C:24](C1NC=CN=1)(C1NC=CN=1)=[O:25]. Product: [CH2:17]([N:14]1[CH2:13][CH2:12][CH:11]([N:10]2[CH2:9][CH2:8][C:3]3[CH:4]=[CH:5][CH:6]=[CH:7][C:2]=3[NH:1][C:24]2=[O:25])[CH2:16][CH2:15]1)[C:18]1[CH:19]=[CH:20][CH:21]=[CH:22][CH:23]=1. The catalyst class is: 7. (5) Reactant: Br[C:2]1[C:7]([O:8][C:9]2[CH:10]=[C:11]([C:15]3[CH:20]=[CH:19][CH:18]=[CH:17][CH:16]=3)[CH:12]=[CH:13][CH:14]=2)=[CH:6][CH:5]=[CH:4][C:3]=1[O:21][C:22]1[CH:23]=[C:24]([C:28]2[CH:33]=[CH:32][CH:31]=[CH:30][CH:29]=2)[CH:25]=[CH:26][CH:27]=1.CCCCCC.C([Li])CCC.[B:45](Br)(Br)Br.C(N(CC)C(C)C)(C)C.C([O-])(=O)C.[Na+]. Product: [C:28]1([C:24]2[CH:25]=[CH:26][C:27]3[B:45]4[C:2]5[C:7]([O:8][C:9]6[CH:10]=[C:11]([C:15]7[CH:20]=[CH:19][CH:18]=[CH:17][CH:16]=7)[CH:12]=[CH:13][C:14]=64)=[CH:6][CH:5]=[CH:4][C:3]=5[O:21][C:22]=3[CH:23]=2)[CH:33]=[CH:32][CH:31]=[CH:30][CH:29]=1. The catalyst class is: 113. (6) Reactant: Cl.[OH-:2].[NH4+:3].[C:4]([O:8][C:9]([N:11]1[CH2:16][CH2:15][CH:14]([C:17]([C:19]2[S:20][CH:21]=[C:22]([CH3:25])[C:23]=2[Br:24])=O)[CH2:13][CH2:12]1)=[O:10])([CH3:7])([CH3:6])[CH3:5].Cl. Product: [C:4]([O:8][C:9]([N:11]1[CH2:16][CH2:15][CH:14]([C:17]([C:19]2[S:20][CH:21]=[C:22]([CH3:25])[C:23]=2[Br:24])=[N:3][OH:2])[CH2:13][CH2:12]1)=[O:10])([CH3:7])([CH3:6])[CH3:5]. The catalyst class is: 17. (7) Reactant: [N:1]([CH2:4][C@H:5]1[O:9][C@@H:8]([N:10]2[C:19]3[N:18]=[CH:17][N:16]=[C:14]([OH:15])[C:13]=3[N:12]=[CH:11]2)[C@H:7]([OH:20])[C@@H:6]1[OH:21])=[N+]=[N-].[H][H]. Product: [NH2:1][CH2:4][C@H:5]1[O:9][C@@H:8]([N:10]2[C:19]3[N:18]=[CH:17][N:16]=[C:14]([OH:15])[C:13]=3[N:12]=[CH:11]2)[C@H:7]([OH:20])[C@@H:6]1[OH:21]. The catalyst class is: 5.